Predict which catalyst facilitates the given reaction. From a dataset of Catalyst prediction with 721,799 reactions and 888 catalyst types from USPTO. (1) Reactant: [C:1]([C:3]1[CH:21]=[C:20]([C:22]2[N:27]=[C:26]([NH:28][C:29]3[CH:34]=[CH:33][C:32]([N:35]4[CH2:40][CH2:39][N:38]([CH:41]5[CH2:44][O:43][CH2:42]5)[CH2:37][CH2:36]4)=[C:31]([O:45][CH3:46])[CH:30]=3)[N:25]=[CH:24][N:23]=2)[CH:19]=[CH:18][C:4]=1[O:5][C@@H:6]1[CH2:10][CH2:9][N:8](C(OC(C)(C)C)=O)[CH2:7]1)#[N:2].FC(F)(F)C(O)=O. Product: [CH3:46][O:45][C:31]1[CH:30]=[C:29]([NH:28][C:26]2[N:25]=[CH:24][N:23]=[C:22]([C:20]3[CH:19]=[CH:18][C:4]([O:5][C@@H:6]4[CH2:10][CH2:9][NH:8][CH2:7]4)=[C:3]([CH:21]=3)[C:1]#[N:2])[N:27]=2)[CH:34]=[CH:33][C:32]=1[N:35]1[CH2:36][CH2:37][N:38]([CH:41]2[CH2:42][O:43][CH2:44]2)[CH2:39][CH2:40]1. The catalyst class is: 4. (2) Reactant: [N:1]1[C:8]([Cl:9])=[N:7][C:5](Cl)=[N:4][C:2]=1[Cl:3].[F:10][C:11]1[CH:12]=[C:13]([CH:15]=[CH:16][C:17]=1[CH3:18])[NH2:14].[OH-].[Na+]. Product: [Cl:9][C:8]1[N:1]=[C:2]([Cl:3])[N:4]=[C:5]([NH:14][C:13]2[CH:15]=[CH:16][C:17]([CH3:18])=[C:11]([F:10])[CH:12]=2)[N:7]=1. The catalyst class is: 21. (3) Reactant: CO[C:3]1[CH:4]=[C:5]2[C:9](=[CH:10][CH:11]=1)C(=O)[CH:7]([CH2:13][C:14]1[CH:19]=[CH:18][CH:17]=[CH:16][CH:15]=1)[CH2:6]2.[CH:20]([C:22]([CH2:24][CH3:25])=[O:23])=[CH2:21].[CH3:26][O-:27].[Na+].C(Cl)Cl. Product: [CH3:26][O:27][C:10]1[CH:9]=[C:5]2[C:4]([C:21]3[C:7]([CH2:13][C:14]4[CH:19]=[CH:18][CH:17]=[CH:16][CH:15]=4)([CH2:6]2)[CH2:25][CH2:24][C:22](=[O:23])[CH:20]=3)=[CH:3][CH:11]=1. The catalyst class is: 5. (4) The catalyst class is: 1. Reactant: [CH:1](O)=[O:2].C(OC(=O)C)(=O)C.[OH:11][NH:12][CH:13]([CH2:36][CH2:37][CH2:38][C:39]1[N:44]=[CH:43][CH:42]=[CH:41][N:40]=1)[CH2:14][S:15]([N:18]1[CH2:23][CH2:22][N:21]([C:24]2[N:29]=[CH:28][C:27]([O:30][CH2:31][C:32]([F:35])([F:34])[F:33])=[CH:26][N:25]=2)[CH2:20][CH2:19]1)(=[O:17])=[O:16]. Product: [OH:11][N:12]([C@H:13]([CH2:14][S:15]([N:18]1[CH2:23][CH2:22][N:21]([C:24]2[N:29]=[CH:28][C:27]([O:30][CH2:31][C:32]([F:33])([F:34])[F:35])=[CH:26][N:25]=2)[CH2:20][CH2:19]1)(=[O:17])=[O:16])[CH2:36][CH2:37][CH2:38][C:39]1[N:44]=[CH:43][CH:42]=[CH:41][N:40]=1)[CH:1]=[O:2]. (5) Reactant: [Cl:1][C:2]1[CH:7]=[CH:6][CH:5]=[CH:4][C:3]=1[CH:8]=[CH:9][C:10]1[N:11]([CH2:15][CH2:16][CH2:17][O:18][CH2:19][CH2:20][O:21][CH3:22])[CH:12]=[CH:13][CH:14]=1.[C:23]1(=[O:29])[NH:27][C:26](=[O:28])[CH:25]=[CH:24]1. Product: [Cl:1][C:2]1[CH:7]=[CH:6][CH:5]=[CH:4][C:3]=1[CH:8]1[CH2:9][C:10]2[N:11]([CH2:15][CH2:16][CH2:17][O:18][CH2:19][CH2:20][O:21][CH3:22])[CH:12]=[CH:13][C:14]=2[CH:24]2[CH:25]1[C:26](=[O:28])[NH:27][C:23]2=[O:29]. The catalyst class is: 13. (6) Reactant: [CH2:1]([O:3][C:4]1[CH:5]=[N:6][C:7]2[C:12]([CH:13]=1)=[CH:11][C:10]([O:14][CH2:15][C:16]1[C:21](=O)[CH:20]=[CH:19][N:18]([C:23]3[CH:24]=[N:25][N:26]([CH3:28])[CH:27]=3)[N:17]=1)=[CH:9][CH:8]=2)[CH3:2].COC1C=CC(P2(SP(C3C=CC(OC)=CC=3)(=S)S2)=[S:38])=CC=1. Product: [CH2:1]([O:3][C:4]1[CH:5]=[N:6][C:7]2[C:12]([CH:13]=1)=[CH:11][C:10]([O:14][CH2:15][C:16]1[C:21](=[S:38])[CH:20]=[CH:19][N:18]([C:23]3[CH:24]=[N:25][N:26]([CH3:28])[CH:27]=3)[N:17]=1)=[CH:9][CH:8]=2)[CH3:2]. The catalyst class is: 12.